From a dataset of Retrosynthesis with 50K atom-mapped reactions and 10 reaction types from USPTO. Predict the reactants needed to synthesize the given product. Given the product Cc1[nH]nc2c1c(=O)[nH]c1c(OCCCN)cccc12, predict the reactants needed to synthesize it. The reactants are: Cc1[nH]nc2c1c(=O)[nH]c1c(OCCCNC(=O)OC(C)(C)C)cccc12.